This data is from Full USPTO retrosynthesis dataset with 1.9M reactions from patents (1976-2016). The task is: Predict the reactants needed to synthesize the given product. (1) Given the product [CH3:26][C:27]1[N:31]([CH:32]2[CH2:33][CH2:34][N:35]([CH2:12][C:11]3[CH:14]=[CH:15][C:8]([C:6]4[N:7]=[C:2]([NH2:1])[C:3]([N+:22]([O-:24])=[O:23])=[CH:4][C:5]=4[C:16]4[CH:21]=[CH:20][CH:19]=[CH:18][CH:17]=4)=[CH:9][CH:10]=3)[CH2:36][CH2:37]2)[C:30]2[CH:38]=[CH:39][CH:40]=[CH:41][C:29]=2[N:28]=1, predict the reactants needed to synthesize it. The reactants are: [NH2:1][C:2]1[N:7]=[C:6]([C:8]2[CH:15]=[CH:14][C:11]([CH:12]=O)=[CH:10][CH:9]=2)[C:5]([C:16]2[CH:21]=[CH:20][CH:19]=[CH:18][CH:17]=2)=[CH:4][C:3]=1[N+:22]([O-:24])=[O:23].Cl.[CH3:26][C:27]1[N:31]([CH:32]2[CH2:37][CH2:36][NH:35][CH2:34][CH2:33]2)[C:30]2[CH:38]=[CH:39][CH:40]=[CH:41][C:29]=2[N:28]=1.[BH-](OC(C)=O)(OC(C)=O)OC(C)=O.[Na+].C(N(CC)CC)C.C(O)(=O)C. (2) Given the product [C:5]1([CH:4]2[S:11][C:12]3=[N:13][CH:14]=[CH:15][CH:16]=[C:17]3[CH:18]=[C:3]2[C:38]2[CH:39]=[CH:40][C:41]3[O:46][CH2:45][C:44](=[O:47])[NH:43][C:42]=3[CH:48]=2)[CH:10]=[CH:9][CH:8]=[CH:7][CH:6]=1, predict the reactants needed to synthesize it. The reactants are: [Br-].O=[C:3]([C:38]1[CH:39]=[CH:40][C:41]2[O:46][CH2:45][C:44](=[O:47])[NH:43][C:42]=2[CH:48]=1)[CH:4]([S:11][C:12]1[C:17]([CH2:18][P+](C2C=CC=CC=2)(C2C=CC=CC=2)C2C=CC=CC=2)=[CH:16][CH:15]=[CH:14][N:13]=1)[C:5]1[CH:10]=[CH:9][CH:8]=[CH:7][CH:6]=1.C[O-].[Na+].